Predict the product of the given reaction. From a dataset of Forward reaction prediction with 1.9M reactions from USPTO patents (1976-2016). (1) The product is: [CH2:1]([N:3]1[C:9](=[O:10])[C:8]([CH3:11])([CH3:12])[C:7](=[O:13])[N:6]([CH3:14])[C:5]2[CH:15]=[C:16]([CH:19]=[O:22])[CH:17]=[CH:18][C:4]1=2)[CH3:2]. Given the reactants [CH2:1]([N:3]1[C:9](=[O:10])[C:8]([CH3:12])([CH3:11])[C:7](=[O:13])[N:6]([CH3:14])[C:5]2[CH:15]=[C:16]([C:19]#N)[CH:17]=[CH:18][C:4]1=2)[CH3:2].C(O)=[O:22], predict the reaction product. (2) The product is: [CH3:33][N:28]1[C:29]2[C@@:24]([CH3:35])([C@H:23]3[CH2:22][CH2:21][C@@:20]4([CH3:36])[C@@H:19]([CH2:18][CH:17]=[C:16]4[C:5]4[CH:6]=[N:1][CH:2]=[N:3][CH:4]=4)[C@@H:32]3[CH2:31][CH:30]=2)[CH2:25][CH2:26][C:27]1=[O:34]. Given the reactants [N:1]1[CH:6]=[C:5](B(O)O)[CH:4]=[N:3][CH:2]=1.FC(F)(F)S(O[C:16]1[C@@:20]2([CH3:36])[CH2:21][CH2:22][C@H:23]3[C@H:32]([C@@H:19]2[CH2:18][CH:17]=1)[CH2:31][CH:30]=[C:29]1[C@:24]3([CH3:35])[CH2:25][CH2:26][C:27](=[O:34])[N:28]1[CH3:33])(=O)=O, predict the reaction product. (3) Given the reactants [F:1][C:2]1[CH:3]=[C:4](B(O)O)[CH:5]=[CH:6][C:7]=1[O:8][CH3:9].I[C:14]1[CH:15]=[N:16][C:17]([NH2:20])=[N:18][CH:19]=1.C([O-])([O-])=O.[Na+].[Na+].N#N.[OH-].[Na+], predict the reaction product. The product is: [F:1][C:2]1[CH:3]=[C:4]([C:14]2[CH:15]=[N:16][C:17]([NH2:20])=[N:18][CH:19]=2)[CH:5]=[CH:6][C:7]=1[O:8][CH3:9]. (4) Given the reactants Cl[C:2]1[CH:7]=[CH:6][N:5]2[N:8]=[CH:9][C:10]([C:11]([NH:13][C:14]3[N:18]([C:19]4[CH:24]=[CH:23][CH:22]=[C:21]([Cl:25])[CH:20]=4)[N:17]=[C:16]([CH3:26])[CH:15]=3)=[O:12])=[C:4]2[N:3]=1.[OH-].[NH4+:28], predict the reaction product. The product is: [NH2:28][C:2]1[CH:7]=[CH:6][N:5]2[N:8]=[CH:9][C:10]([C:11]([NH:13][C:14]3[N:18]([C:19]4[CH:24]=[CH:23][CH:22]=[C:21]([Cl:25])[CH:20]=4)[N:17]=[C:16]([CH3:26])[CH:15]=3)=[O:12])=[C:4]2[N:3]=1.